Dataset: CYP2C19 inhibition data for predicting drug metabolism from PubChem BioAssay. Task: Regression/Classification. Given a drug SMILES string, predict its absorption, distribution, metabolism, or excretion properties. Task type varies by dataset: regression for continuous measurements (e.g., permeability, clearance, half-life) or binary classification for categorical outcomes (e.g., BBB penetration, CYP inhibition). Dataset: cyp2c19_veith. (1) The drug is CC(C)=CCC/C(C)=C/CO/N=C1\[C@@H]2CCn3c(=O)n(Cc4cc5c(cc4Cl)OCO5)c(=O)n3[C@H]2[C@H](O)[C@H]2O[C@H]12. The result is 0 (non-inhibitor). (2) The compound is CCCCCCCCCCCCCCCCCC(=O)O[C@H](CC(=O)O)C[N+](C)(C)C. The result is 0 (non-inhibitor).